This data is from Aqueous solubility values for 9,982 compounds from the AqSolDB database. The task is: Regression/Classification. Given a drug SMILES string, predict its absorption, distribution, metabolism, or excretion properties. Task type varies by dataset: regression for continuous measurements (e.g., permeability, clearance, half-life) or binary classification for categorical outcomes (e.g., BBB penetration, CYP inhibition). For this dataset (solubility_aqsoldb), we predict Y. (1) The drug is FC(F)(F)C(F)(F)C(F)(F)N(C(F)(F)C(F)(F)C(F)(F)F)C(F)(F)C(F)(F)C(F)(F)F. The Y is -9.14 log mol/L. (2) The drug is FC(Br)C(F)(F)F. The Y is -1.90 log mol/L. (3) The Y is -3.60 log mol/L. The compound is Cc1nnc2n1-c1ccc(Cl)cc1C(c1ccccc1)=NC2. (4) The compound is CC(NC(=O)c1cccc([N+](=O)[O-])c1)C(=O)O. The Y is -1.80 log mol/L. (5) The drug is CCC(C)C(NCCC#N)C(=O)O. The Y is -0.980 log mol/L. (6) The molecule is CC(C)CCC(C)Nc1ccc(NC(C)CCC(C)C)cc1. The Y is -5.58 log mol/L. (7) The molecule is O=C[O-].O=C[O-].O=C[O-].[Al+3]. The Y is -0.275 log mol/L.